Dataset: hERG potassium channel inhibition data for cardiac toxicity prediction from Karim et al.. Task: Regression/Classification. Given a drug SMILES string, predict its toxicity properties. Task type varies by dataset: regression for continuous values (e.g., LD50, hERG inhibition percentage) or binary classification for toxic/non-toxic outcomes (e.g., AMES mutagenicity, cardiotoxicity, hepatotoxicity). Dataset: herg_karim. (1) The drug is C=C[C@H]1C[N+]2CC[C@H]1C[C@@H]2[C@@H](O)c1ccnc2ccc(OC)cc12. The result is 0 (non-blocker). (2) The compound is COc1cc(N2Cc3cn(-c4ccc(Cl)cc4)nc3C2=O)ccc1N1C[C@H](O)[C@@H](O)C1. The result is 0 (non-blocker). (3) The molecule is CNC1CN(c2nc(N)nc3cc(C4CC4)cnc23)C1. The result is 0 (non-blocker). (4) The drug is Cc1nc2n(c(=O)c1CCN1CCC(c3noc4cc(F)ccc34)CC1)CC(O)CC2. The result is 1 (blocker). (5) The drug is COCCCn1cc(CN(C(=O)C2CNCCC2c2ccn(C)c(=O)c2)C2CC2)c2c(Cl)cccc21. The result is 0 (non-blocker). (6) The drug is O=C(CC1CCN(Cc2ccn(-c3ccc(C(F)(F)F)cc3)c2)CC1)NC(c1ccccc1)c1ccccn1. The result is 1 (blocker). (7) The compound is C=CCO[C@H]1CC[C@@H](N2CC(NC(=O)CNc3n[nH]c4ccc(C(F)(F)F)cc34)C2)CC1. The result is 1 (blocker). (8) The compound is COc1cc([C@]23CNC[C@H]2C3)ccc1NS(=O)(=O)c1ccc(C(C)C)cc1. The result is 1 (blocker). (9) The compound is NC1=N[C@@]2(CO1)c1cc(-c3cccnc3F)ccc1Oc1ncc(C3CCOCC3)cc12. The result is 0 (non-blocker).